This data is from Forward reaction prediction with 1.9M reactions from USPTO patents (1976-2016). The task is: Predict the product of the given reaction. (1) Given the reactants [CH2:1]([O:8][C:9]1[CH:18]=[CH:17][CH:16]=[C:15]2[C:10]=1[CH2:11][CH2:12][CH2:13][CH:14]2[C:19](O)=[O:20])[C:2]1[CH:7]=[CH:6][CH:5]=[CH:4][CH:3]=1.[CH:22]([C:25]1[CH:31]=[CH:30][C:28]([NH2:29])=[CH:27][CH:26]=1)([CH3:24])[CH3:23], predict the reaction product. The product is: [CH2:1]([O:8][C:9]1[CH:18]=[CH:17][CH:16]=[C:15]2[C:10]=1[CH2:11][CH2:12][CH2:13][CH:14]2[C:19]([NH:29][C:28]1[CH:30]=[CH:31][C:25]([CH:22]([CH3:24])[CH3:23])=[CH:26][CH:27]=1)=[O:20])[C:2]1[CH:3]=[CH:4][CH:5]=[CH:6][CH:7]=1. (2) The product is: [NH2:46][CH2:45][C:44]([N:22]1[CH2:23][C@@H:24]([O:25][CH2:26][CH2:27][CH2:28][CH2:29][CH2:30][CH2:31][CH2:32][CH2:33]/[CH:34]=[CH:35]\[CH2:36]/[CH:37]=[CH:38]\[CH2:39][CH2:40][CH2:41][CH2:42][CH3:43])[C@H:20]([O:19][CH2:1][CH2:2][CH2:3][CH2:4][CH2:5][CH2:6][CH2:7][CH2:8]/[CH:9]=[CH:10]\[CH2:11]/[CH:12]=[CH:13]\[CH2:14][CH2:15][CH2:16][CH2:17][CH3:18])[CH2:21]1)=[O:54]. Given the reactants [CH2:1]([O:19][C@H:20]1[C@H:24]([O:25][CH2:26][CH2:27][CH2:28][CH2:29][CH2:30][CH2:31][CH2:32][CH2:33]/[CH:34]=[CH:35]\[CH2:36]/[CH:37]=[CH:38]\[CH2:39][CH2:40][CH2:41][CH2:42][CH3:43])[CH2:23][N:22]([C:44](=[O:54])[CH2:45][NH:46]C(=O)OC(C)(C)C)[CH2:21]1)[CH2:2][CH2:3][CH2:4][CH2:5][CH2:6][CH2:7][CH2:8]/[CH:9]=[CH:10]\[CH2:11]/[CH:12]=[CH:13]\[CH2:14][CH2:15][CH2:16][CH2:17][CH3:18].FC(F)(F)C(O)=O, predict the reaction product. (3) Given the reactants [NH2:1]/[C:2](/[C:7]#[N:8])=[C:3](\[NH2:6])/[C:4]#[N:5].[C:9]([CH2:12][C:13](=O)[CH3:14])(=O)[CH3:10].O=P12OP3(OP(OP(O3)(O1)=O)(=O)O2)=O, predict the reaction product. The product is: [C:4]([C:3]1[N:6]=[C:9]([CH3:10])[CH2:12][C:13]([CH3:14])=[N:1][C:2]=1[C:7]#[N:8])#[N:5]. (4) Given the reactants [CH3:1][NH:2][C:3]([C:5]1[C:9]2[CH:10]=[C:11]([CH:17]3[CH2:19][CH2:18]3)[C:12]([C:14](=[O:16])[CH3:15])=[CH:13][C:8]=2[O:7][C:6]=1[C:20]1[CH:25]=[CH:24][C:23](OC2C=CC=CC=2)=[CH:22][CH:21]=1)=[O:4].[F:33][C:34]1[CH:39]=[CH:38][C:37]([OH:40])=[CH:36][CH:35]=1.CN.[CH3:43][Mg]Br, predict the reaction product. The product is: [CH3:1][NH:2][C:3]([C:5]1[C:9]2[CH:10]=[C:11]([CH:17]3[CH2:18][CH2:19]3)[C:12]([C:14]([OH:16])([CH3:15])[CH3:43])=[CH:13][C:8]=2[O:7][C:6]=1[C:20]1[CH:21]=[CH:22][C:23]([O:40][C:37]2[CH:38]=[CH:39][C:34]([F:33])=[CH:35][CH:36]=2)=[CH:24][CH:25]=1)=[O:4].